Dataset: Cav3 T-type calcium channel HTS with 100,875 compounds. Task: Binary Classification. Given a drug SMILES string, predict its activity (active/inactive) in a high-throughput screening assay against a specified biological target. The molecule is O1CCN(CCC(c2cc3OCOc3cc2)c2c(OC)cc(OC)cc2O)CC1. The result is 0 (inactive).